This data is from Forward reaction prediction with 1.9M reactions from USPTO patents (1976-2016). The task is: Predict the product of the given reaction. (1) Given the reactants [CH2:1]1[C:10]2[C:5](=[CH:6][CH:7]=[CH:8][CH:9]=2)[CH2:4][CH2:3][N:2]1[CH2:11][CH:12]([OH:30])[CH2:13][O:14][C:15]1[CH:20]=[CH:19][CH:18]=[C:17](B2OC(C)(C)C(C)(C)O2)[CH:16]=1.Br[C:32]1[CH:37]=[CH:36][C:35]([O:38][CH3:39])=[CH:34][CH:33]=1.C([O-])([O-])=O.[K+].[K+], predict the reaction product. The product is: [CH2:1]1[C:10]2[C:5](=[CH:6][CH:7]=[CH:8][CH:9]=2)[CH2:4][CH2:3][N:2]1[CH2:11][CH:12]([OH:30])[CH2:13][O:14][C:15]1[CH:16]=[C:17]([C:32]2[CH:37]=[CH:36][C:35]([O:38][CH3:39])=[CH:34][CH:33]=2)[CH:18]=[CH:19][CH:20]=1. (2) Given the reactants [Na].[Br:2][C:3]1[CH:8]=[CH:7][C:6]([C:9]2[N:10]=[C:11]([C:15]([OH:17])=O)[N:12]([CH3:14])[CH:13]=2)=[CH:5][CH:4]=1.CN1CCOCC1.ClC(OCC(C)C)=O.Cl.[CH3:34][NH:35][O:36][CH3:37], predict the reaction product. The product is: [Br:2][C:3]1[CH:4]=[CH:5][C:6]([C:9]2[N:10]=[C:11]([C:15]([N:35]([CH3:34])[O:36][CH3:37])=[O:17])[N:12]([CH3:14])[CH:13]=2)=[CH:7][CH:8]=1.